This data is from Full USPTO retrosynthesis dataset with 1.9M reactions from patents (1976-2016). The task is: Predict the reactants needed to synthesize the given product. Given the product [OH:1][C@@H:2]1[C@H:7]([OH:8])[C@@H:6]2[CH2:9][CH2:10][C@H:3]1[C@@H:4]([C:19]([O:21][CH2:22][CH3:23])=[O:20])[NH:5]2, predict the reactants needed to synthesize it. The reactants are: [OH:1][C@@H:2]1[C@H:7]([OH:8])[C@@H:6]2[CH2:9][CH2:10][C@H:3]1[C@@H:4]([C:19]([O:21][CH2:22][CH3:23])=[O:20])[N:5]2[C@@H](C1C=CC=CC=1)C.